From a dataset of Forward reaction prediction with 1.9M reactions from USPTO patents (1976-2016). Predict the product of the given reaction. Given the reactants [CH2:1]([C:5]1[N:10]=[C:9]([C:11]([OH:13])=O)[CH:8]=[C:7]([O:14][CH3:15])[CH:6]=1)[CH:2]([CH3:4])[CH3:3].[CH2:16]([C:18]1[CH:19]=[C:20]([CH:25]=[C:26]([CH3:29])[C:27]=1[OH:28])[C:21]([NH:23]O)=[NH:22])[CH3:17], predict the reaction product. The product is: [CH2:16]([C:18]1[CH:19]=[C:20]([C:21]2[N:23]=[C:11]([C:9]3[CH:8]=[C:7]([O:14][CH3:15])[CH:6]=[C:5]([CH2:1][CH:2]([CH3:3])[CH3:4])[N:10]=3)[O:13][N:22]=2)[CH:25]=[C:26]([CH3:29])[C:27]=1[OH:28])[CH3:17].